From a dataset of Reaction yield outcomes from USPTO patents with 853,638 reactions. Predict the reaction yield, written as a fraction of the theoretical maximum amount of product (1.0 means a 100% yield; for example, 0.34 means a 34% yield). (1) The reactants are Br[C:2]1[CH:7]=[C:6]([O:8][C:9]([F:14])([F:13])[CH:10]([F:12])[F:11])[CH:5]=[C:4]([F:15])[CH:3]=1.[Li]CCCC.[Si:21]([O:28][C:29]1[CH:30]=[C:31]([CH:38]=[CH:39][C:40]=1[F:41])[C:32](N(OC)C)=[O:33])([C:24]([CH3:27])([CH3:26])[CH3:25])([CH3:23])[CH3:22].Cl. The catalyst is CCOCC. The product is [Si:21]([O:28][C:29]1[CH:30]=[C:31]([C:32]([C:2]2[CH:7]=[C:6]([O:8][C:9]([F:14])([F:13])[CH:10]([F:12])[F:11])[CH:5]=[C:4]([F:15])[CH:3]=2)=[O:33])[CH:38]=[CH:39][C:40]=1[F:41])([C:24]([CH3:27])([CH3:26])[CH3:25])([CH3:23])[CH3:22]. The yield is 0.710. (2) The reactants are FC(F)(F)C([NH:5][CH2:6][CH2:7][CH2:8][C:9]1[C:10]([NH2:25])=[N:11][C:12](=[O:24])[N:13]([CH:23]=1)[C@@H:14]1[O:22][C@H:19]([CH2:20][OH:21])[C@@H:17]([OH:18])[C@H:15]1[OH:16])=O.[OH-].[NH4+]. The catalyst is O. The product is [NH2:5][CH2:6][CH2:7][CH2:8][C:9]1[C:10]([NH2:25])=[N:11][C:12](=[O:24])[N:13]([CH:23]=1)[C@@H:14]1[O:22][C@H:19]([CH2:20][OH:21])[C@@H:17]([OH:18])[C@H:15]1[OH:16]. The yield is 0.980. (3) The reactants are [C:1]([C:5]1[CH:9]=[C:8]([NH:10][C:11]([O:13]C2C=CC=CC=2)=O)[N:7]([CH2:20][C:21]([O:23][CH2:24][CH3:25])=[O:22])[N:6]=1)([CH3:4])([CH3:3])[CH3:2].[CH3:26][O:27][C:28]1[CH:29]=[C:30]2[C:35](=[CH:36][C:37]=1[O:38][CH2:39][CH2:40][O:41][CH3:42])[N:34]=[CH:33][N:32]=[C:31]2[S:43][C:44]1[CH:45]=[C:46]([CH:48]=[CH:49][CH:50]=1)[NH2:47].C(N(CC)C(C)C)(C)C. The catalyst is C1COCC1. The product is [C:1]([C:5]1[CH:9]=[C:8]([NH:10][C:11]([NH:47][C:46]2[CH:48]=[CH:49][CH:50]=[C:44]([S:43][C:31]3[C:30]4[C:35](=[CH:36][C:37]([O:38][CH2:39][CH2:40][O:41][CH3:42])=[C:28]([O:27][CH3:26])[CH:29]=4)[N:34]=[CH:33][N:32]=3)[CH:45]=2)=[O:13])[N:7]([CH2:20][C:21]([O:23][CH2:24][CH3:25])=[O:22])[N:6]=1)([CH3:2])([CH3:3])[CH3:4]. The yield is 0.290. (4) The reactants are [F:1][C:2]1[C:7]([F:8])=[C:6]([N:9]=NC2C=CC=CC=2)[CH:5]=[CH:4][C:3]=1[OH:17]. The catalyst is C(O)C.[Pd]. The product is [NH2:9][C:6]1[CH:5]=[CH:4][C:3]([OH:17])=[C:2]([F:1])[C:7]=1[F:8]. The yield is 0.740. (5) The reactants are [CH2:1]1[C:10]2[C:5](=[CH:6][C:7]([N:11]3[CH2:15][C@H:14]([CH2:16][NH:17][C:18](=[O:20])[CH3:19])[O:13][C:12]3=[O:21])=[CH:8][CH:9]=2)[CH2:4][CH2:3][NH:2]1.C(N(CC)CC)C.[C:29]([O:32][CH2:33][C:34](Cl)=[O:35])(=[O:31])[CH3:30]. The catalyst is C(Cl)Cl. The product is [C:29]([O:32][CH2:33][C:34]([N:2]1[CH2:3][CH2:4][C:5]2[C:10](=[CH:9][CH:8]=[C:7]([N:11]3[CH2:15][C@H:14]([CH2:16][NH:17][C:18](=[O:20])[CH3:19])[O:13][C:12]3=[O:21])[CH:6]=2)[CH2:1]1)=[O:35])(=[O:31])[CH3:30]. The yield is 0.690. (6) The reactants are Br[C:2]1[CH:7]=[CH:6][C:5]([N:8]([CH2:11][CH3:12])[CH2:9][CH3:10])=[CH:4][CH:3]=1.C([Li])CCC.[B:18](OC(C)C)([O:23]C(C)C)[O:19]C(C)C. No catalyst specified. The product is [CH2:9]([N:8]([CH2:11][CH3:12])[C:5]1[CH:6]=[CH:7][C:2]([B:18]([OH:23])[OH:19])=[CH:3][CH:4]=1)[CH3:10]. The yield is 0.940.